From a dataset of Forward reaction prediction with 1.9M reactions from USPTO patents (1976-2016). Predict the product of the given reaction. (1) Given the reactants Cl[C:2]1[N:7]=[CH:6][C:5]([C:8]([NH:10][C:11]2[CH:16]=[C:15]([C:17]3[S:18][CH:19]=[CH:20][CH:21]=3)[CH:14]=[CH:13][C:12]=2[NH:22]C(=O)OC(C)(C)C)=[O:9])=[CH:4][CH:3]=1.CCN(CC)CC.[CH2:37]1[C:40]2([CH2:45][CH2:44][NH:43][CH2:42][CH2:41]2)[CH2:39][N:38]1C(OC(C)(C)C)=O, predict the reaction product. The product is: [NH2:22][C:12]1[CH:13]=[CH:14][C:15]([C:17]2[S:18][CH:19]=[CH:20][CH:21]=2)=[CH:16][C:11]=1[NH:10][C:8](=[O:9])[C:5]1[CH:4]=[CH:3][C:2]([N:43]2[CH2:44][CH2:45][C:40]3([CH2:37][NH:38][CH2:39]3)[CH2:41][CH2:42]2)=[N:7][CH:6]=1. (2) Given the reactants [Br:1][C:2]1[C:3]([C:9]([F:12])([F:11])[F:10])=[CH:4][C:5](Cl)=[N:6][CH:7]=1.[CH3:13][O-:14].[Na+], predict the reaction product. The product is: [Br:1][C:2]1[C:3]([C:9]([F:12])([F:11])[F:10])=[CH:4][C:5]([O:14][CH3:13])=[N:6][CH:7]=1. (3) Given the reactants [N:1]1[CH:6]=[CH:5][CH:4]=[C:3]([CH2:7][NH:8][C:9]([NH:11][C:12]2[CH:17]=[CH:16][C:15]([N:18]3[C:26]4[C:21](=[CH:22][CH:23]=[CH:24][CH:25]=4)[C:20]([C:27]([O:29]C)=[O:28])=[N:19]3)=[CH:14][CH:13]=2)=[O:10])[CH:2]=1.CO.O.O[Li].O, predict the reaction product. The product is: [N:1]1[CH:6]=[CH:5][CH:4]=[C:3]([CH2:7][NH:8][C:9]([NH:11][C:12]2[CH:13]=[CH:14][C:15]([N:18]3[C:26]4[C:21](=[CH:22][CH:23]=[CH:24][CH:25]=4)[C:20]([C:27]([OH:29])=[O:28])=[N:19]3)=[CH:16][CH:17]=2)=[O:10])[CH:2]=1. (4) Given the reactants [Cl-].[CH3:2][C:3]1[CH:4]=[C:5]([N+:10]2[C:14]3[CH:15]=[C:16]([O:19][C:20]([F:23])([F:22])[F:21])[CH:17]=[CH:18][C:13]=3[N:12]([C:24]3[CH:29]=[CH:28][CH:27]=[CH:26][CH:25]=3)[CH:11]=2)[CH:6]=[C:7]([CH3:9])[CH:8]=1.[O-:30][CH2:31][CH3:32].[Na+], predict the reaction product. The product is: [CH3:9][C:7]1[CH:6]=[C:5]([N:10]2[C:14]3[CH:15]=[C:16]([O:19][C:20]([F:23])([F:21])[F:22])[CH:17]=[CH:18][C:13]=3[N:12]([C:24]3[CH:29]=[CH:28][CH:27]=[CH:26][CH:25]=3)[CH:11]2[O:30][CH2:31][CH3:32])[CH:4]=[C:3]([CH3:2])[CH:8]=1. (5) Given the reactants [NH2:1][C:2]1[S:3][CH:4]=[C:5]([CH2:7][CH2:8][CH2:9][CH2:10][CH2:11][NH:12][C:13](=[O:24])[CH2:14][O:15][CH2:16][C:17]2[CH:22]=[CH:21][C:20]([F:23])=[CH:19][CH:18]=2)[N:6]=1.CCN(C(C)C)C(C)C.[C:34]1([O:40][C:41](Cl)=[O:42])[CH:39]=[CH:38][CH:37]=[CH:36][CH:35]=1.C(O)C(N)(CO)CO, predict the reaction product. The product is: [F:23][C:20]1[CH:21]=[CH:22][C:17]([CH2:16][O:15][CH2:14][C:13]([NH:12][CH2:11][CH2:10][CH2:9][CH2:8][CH2:7][C:5]2[N:6]=[C:2]([NH:1][C:41](=[O:42])[O:40][C:34]3[CH:39]=[CH:38][CH:37]=[CH:36][CH:35]=3)[S:3][CH:4]=2)=[O:24])=[CH:18][CH:19]=1. (6) The product is: [Br:12][C:4]1[CH:5]=[CH:6][C:1]([N:7]2[CH2:11][CH2:10][CH2:9][CH2:8]2)=[CH:2][CH:3]=1. Given the reactants [C:1]1([N:7]2[CH2:11][CH2:10][CH2:9][CH2:8]2)[CH:6]=[CH:5][CH:4]=[CH:3][CH:2]=1.[Br:12]N1C(=O)CCC1=O.[OH-].[Na+], predict the reaction product.